This data is from Peptide-MHC class II binding affinity with 134,281 pairs from IEDB. The task is: Regression. Given a peptide amino acid sequence and an MHC pseudo amino acid sequence, predict their binding affinity value. This is MHC class II binding data. (1) The peptide sequence is WNRQLYPEWTEAQRLD. The MHC is DRB1_0101 with pseudo-sequence DRB1_0101. The binding affinity (normalized) is 0.338. (2) The peptide sequence is AVWVDGKARTAWVDS. The MHC is DRB1_1302 with pseudo-sequence DRB1_1302. The binding affinity (normalized) is 0.313. (3) The peptide sequence is PSNVASHVRVNVYLS. The MHC is DRB1_1501 with pseudo-sequence DRB1_1501. The binding affinity (normalized) is 0.483.